This data is from Ames mutagenicity test results for genotoxicity prediction. The task is: Regression/Classification. Given a drug SMILES string, predict its toxicity properties. Task type varies by dataset: regression for continuous values (e.g., LD50, hERG inhibition percentage) or binary classification for toxic/non-toxic outcomes (e.g., AMES mutagenicity, cardiotoxicity, hepatotoxicity). Dataset: ames. (1) The result is 0 (non-mutagenic). The compound is Oc1ccc2ccccc2c1. (2) The molecule is C[C@@H](CC(=O)O)C(=O)O. The result is 0 (non-mutagenic). (3) The compound is COc1cc(NS(C)(=O)=O)ccc1Nc1c2ccccc2nc2cc(N=[N+]=[N-])ccc12. The result is 1 (mutagenic).